Dataset: Reaction yield outcomes from USPTO patents with 853,638 reactions. Task: Predict the reaction yield, written as a fraction of the theoretical maximum amount of product (1.0 means a 100% yield; for example, 0.34 means a 34% yield). The yield is 0.740. The product is [F:1][C:2]1[CH:7]=[CH:6][C:5]([S:8]([C:11]2[C:12]([CH:20]([CH3:22])[CH3:21])=[CH:13][C:14]([CH:17]([CH3:18])[CH3:19])=[C:15]([S:24]([Cl:23])(=[O:26])=[O:25])[CH:16]=2)(=[O:9])=[O:10])=[CH:4][CH:3]=1. The reactants are [F:1][C:2]1[CH:7]=[CH:6][C:5]([S:8]([C:11]2[CH:16]=[CH:15][C:14]([CH:17]([CH3:19])[CH3:18])=[CH:13][C:12]=2[CH:20]([CH3:22])[CH3:21])(=[O:10])=[O:9])=[CH:4][CH:3]=1.[Cl:23][S:24](O)(=[O:26])=[O:25].Cl. No catalyst specified.